This data is from Forward reaction prediction with 1.9M reactions from USPTO patents (1976-2016). The task is: Predict the product of the given reaction. (1) The product is: [CH2:1]([O:8][C:9]1[CH:18]=[C:17]2[C:12]([C:13](=[O:27])[NH:14][CH:15]=[N:16]2)=[C:11]([O:28][CH2:29][C@H:30]2[CH2:34][CH2:33][CH2:32][N:31]2[C:35]([O:37][C:38]([CH3:41])([CH3:40])[CH3:39])=[O:36])[CH:10]=1)[C:2]1[CH:3]=[CH:4][CH:5]=[CH:6][CH:7]=1. Given the reactants [CH2:1]([O:8][C:9]1[CH:18]=[C:17]2[C:12]([C:13](=[O:27])[N:14](COC(=O)C(C)(C)C)[CH:15]=[N:16]2)=[C:11]([O:28][CH2:29][C@H:30]2[CH2:34][CH2:33][CH2:32][N:31]2[C:35]([O:37][C:38]([CH3:41])([CH3:40])[CH3:39])=[O:36])[CH:10]=1)[C:2]1[CH:7]=[CH:6][CH:5]=[CH:4][CH:3]=1, predict the reaction product. (2) Given the reactants S(=O)(=O)(O)N.[F:6][C:7]1[CH:8]=[C:9]2[C:13](=[CH:14][CH:15]=1)[N:12]([CH2:16][CH2:17][O:18][CH3:19])[CH:11]=[C:10]2[CH:20]=[O:21].Cl([O-])=[O:23].[Na+].S(S([O-])=O)([O-])(=O)=O.[Na+].[Na+].C(=O)(O)[O-].[Na+], predict the reaction product. The product is: [F:6][C:7]1[CH:8]=[C:9]2[C:13](=[CH:14][CH:15]=1)[N:12]([CH2:16][CH2:17][O:18][CH3:19])[CH:11]=[C:10]2[C:20]([OH:23])=[O:21].